From a dataset of Reaction yield outcomes from USPTO patents with 853,638 reactions. Predict the reaction yield, written as a fraction of the theoretical maximum amount of product (1.0 means a 100% yield; for example, 0.34 means a 34% yield). The reactants are Br[CH2:2][CH:3]1[CH2:5][O:4]1.C([O-])([O-])=O.[K+].[K+].[CH2:12]([N:19]1[CH2:24][CH2:23][NH:22][CH2:21][CH2:20]1)[C:13]1[CH:18]=[CH:17][CH:16]=[CH:15][CH:14]=1.C(Cl)Cl.CO. The catalyst is C(#N)C. The product is [CH2:12]([N:19]1[CH2:24][CH2:23][N:22]([CH2:2][CH:3]2[CH2:5][O:4]2)[CH2:21][CH2:20]1)[C:13]1[CH:14]=[CH:15][CH:16]=[CH:17][CH:18]=1. The yield is 0.840.